Dataset: Forward reaction prediction with 1.9M reactions from USPTO patents (1976-2016). Task: Predict the product of the given reaction. (1) Given the reactants [Br:1][C:2]1[C:3]([C@@H:14]([NH:24]C(=O)OC(C)(C)C)[CH2:15][C:16]2[CH:21]=[C:20]([F:22])[CH:19]=[C:18]([F:23])[CH:17]=2)=[N:4][C:5]([N:8]2[CH2:11][C:10]([OH:13])([CH3:12])[CH2:9]2)=[CH:6][CH:7]=1, predict the reaction product. The product is: [NH2:24][C@H:14]([C:3]1[N:4]=[C:5]([N:8]2[CH2:11][C:10]([CH3:12])([OH:13])[CH2:9]2)[CH:6]=[CH:7][C:2]=1[Br:1])[CH2:15][C:16]1[CH:17]=[C:18]([F:23])[CH:19]=[C:20]([F:22])[CH:21]=1. (2) Given the reactants O[C:2]1([C:13]([F:16])([F:15])[F:14])[NH:6][N:5]=[C:4]([C:7]2[CH:12]=[CH:11][CH:10]=[CH:9][N:8]=2)[CH2:3]1.S(=O)(=O)(O)O, predict the reaction product. The product is: [N:8]1[CH:9]=[CH:10][CH:11]=[CH:12][C:7]=1[C:4]1[CH:3]=[C:2]([C:13]([F:16])([F:14])[F:15])[NH:6][N:5]=1. (3) Given the reactants [CH3:1][NH:2][CH3:3].C([O-])([O-])=O.[Na+].[Na+].[Br:10][CH2:11][CH2:12][C:13]([C:23]1[CH:28]=[CH:27][CH:26]=[CH:25][CH:24]=1)([C:17]1[CH:22]=[CH:21][CH:20]=[CH:19][CH:18]=1)[C:14](Cl)=[O:15], predict the reaction product. The product is: [Br-:10].[CH3:1][N+:2]([CH3:3])=[C:14]1[C:13]([C:23]2[CH:28]=[CH:27][CH:26]=[CH:25][CH:24]=2)([C:17]2[CH:22]=[CH:21][CH:20]=[CH:19][CH:18]=2)[CH2:12][CH2:11][O:15]1. (4) The product is: [C:23]([Si:20]([O:12][CH2:11][C:9]1[CH:10]=[C:5]([O:4][CH2:3][O:2][CH3:1])[CH:6]=[CH:7][C:8]=1[CH3:13])([CH3:22])[CH3:21])([CH3:26])([CH3:25])[CH3:24]. Given the reactants [CH3:1][O:2][CH2:3][O:4][C:5]1[CH:6]=[CH:7][C:8]([CH3:13])=[C:9]([CH2:11][OH:12])[CH:10]=1.N1C=CN=C1.Cl[Si:20]([C:23]([CH3:26])([CH3:25])[CH3:24])([CH3:22])[CH3:21], predict the reaction product. (5) Given the reactants Br[C:2]1[S:6][C:5]2=[N:7][C:8]([C:10]3[O:11][C:12]4[CH:18]=[C:17]([F:19])[CH:16]=[C:15]([O:20][CH2:21][C:22]5[N:23]=[C:24]([C:27]6[CH:32]=[CH:31][CH:30]=[CH:29][CH:28]=6)[S:25][CH:26]=5)[C:13]=4[CH:14]=3)=[CH:9][N:4]2[N:3]=1.[CH3:33][OH:34].C[O-].[Na+], predict the reaction product. The product is: [F:19][C:17]1[CH:16]=[C:15]([O:20][CH2:21][C:22]2[N:23]=[C:24]([C:27]3[CH:32]=[CH:31][CH:30]=[CH:29][CH:28]=3)[S:25][CH:26]=2)[C:13]2[CH:14]=[C:10]([C:8]3[N:7]=[C:5]4[N:4]([CH:9]=3)[N:3]=[C:2]([O:34][CH3:33])[S:6]4)[O:11][C:12]=2[CH:18]=1. (6) Given the reactants Cl[C:2]1[N:7]=[C:6]([O:8][CH2:9][C:10]2[CH:11]=[C:12]([CH:15]=[CH:16][CH:17]=2)[C:13]#[N:14])[CH:5]=[N:4][CH:3]=1.[NH:18]1[CH2:23][CH2:22][NH:21][CH2:20][CH2:19]1.CC(C)([O-])C.[Na+].C1C=CC(P(C2C(C3C(P(C4C=CC=CC=4)C4C=CC=CC=4)=CC=C4C=3C=CC=C4)=C3C(C=CC=C3)=CC=2)C2C=CC=CC=2)=CC=1, predict the reaction product. The product is: [N:18]1([C:2]2[CH:3]=[N:4][CH:5]=[C:6]([O:8][CH2:9][C:10]3[CH:11]=[C:12]([CH:15]=[CH:16][CH:17]=3)[C:13]#[N:14])[N:7]=2)[CH2:23][CH2:22][NH:21][CH2:20][CH2:19]1. (7) Given the reactants [O:1]1[CH2:6][CH2:5][CH:4]([C:7]2[CH:8]=[CH:9][C:10]([NH2:13])=[N:11][CH:12]=2)[CH2:3][CH2:2]1.Br[C:15]1[CH:20]=[C:19]([N:21]2[CH2:25][CH2:24][C@:23]([CH:28]3[CH2:30][CH2:29]3)([C:26]#[N:27])[C:22]2=[O:31])[CH:18]=[CH:17][N:16]=1.C(=O)([O-])[O-].[K+].[K+].C1(P(C2CCCCC2)C2C(OC)=CC=C(OC)C=2C2C(C(C)C)=CC(C(C)C)=CC=2C(C)C)CCCCC1, predict the reaction product. The product is: [CH:28]1([C@:23]2([C:26]#[N:27])[CH2:24][CH2:25][N:21]([C:19]3[CH:18]=[CH:17][N:16]=[C:15]([NH:13][C:10]4[CH:9]=[CH:8][C:7]([CH:4]5[CH2:5][CH2:6][O:1][CH2:2][CH2:3]5)=[CH:12][N:11]=4)[CH:20]=3)[C:22]2=[O:31])[CH2:30][CH2:29]1.